This data is from Forward reaction prediction with 1.9M reactions from USPTO patents (1976-2016). The task is: Predict the product of the given reaction. (1) The product is: [OH:21][C:6]1[C:5](=[O:22])[CH:4]=[C:3]([N:26]([CH3:25])[CH2:27][CH2:28][CH2:29][C:30]([O:32][C:33]([CH3:35])([CH3:34])[CH3:36])=[O:31])[C:2](=[O:1])[C:7]=1[CH2:8][CH2:9][CH2:10][CH2:11][CH2:12][CH2:13][CH2:14][CH2:15][CH2:16][CH2:17][CH2:18][CH2:19][CH3:20]. Given the reactants [OH:1][C:2]1[C:3](=O)[CH:4]=[C:5]([O:22]C)[C:6](=[O:21])[C:7]=1[CH2:8][CH2:9][CH2:10][CH2:11][CH2:12][CH2:13][CH2:14][CH2:15][CH2:16][CH2:17][CH2:18][CH2:19][CH3:20].[CH3:25][NH:26][CH2:27][CH2:28][CH2:29][C:30]([O:32][C:33]([CH3:36])([CH3:35])[CH3:34])=[O:31], predict the reaction product. (2) Given the reactants [Cl:1][C:2]1[CH:3]=[C:4]([S:31]([CH3:34])(=[O:33])=[O:32])[CH:5]=[C:6]2[C:10]=1[N:9]([CH2:11][C:12]([O:14]C(C)(C)C)=[O:13])[C:8]([CH3:19])=[C:7]2[C:20]1[C:29]2[C:24](=[CH:25][CH:26]=[CH:27][CH:28]=2)[C:23]([OH:30])=[N:22][N:21]=1.[CH2:35](Br)[C:36]1[CH:41]=[CH:40][CH:39]=[CH:38][CH:37]=1.C(=O)([O-])[O-].[K+].[K+], predict the reaction product. The product is: [CH2:35]([N:22]1[C:23](=[O:30])[C:24]2[C:29](=[CH:28][CH:27]=[CH:26][CH:25]=2)[C:20]([C:7]2[C:6]3[C:10](=[C:2]([Cl:1])[CH:3]=[C:4]([S:31]([CH3:34])(=[O:33])=[O:32])[CH:5]=3)[N:9]([CH2:11][C:12]([OH:14])=[O:13])[C:8]=2[CH3:19])=[N:21]1)[C:36]1[CH:41]=[CH:40][CH:39]=[CH:38][CH:37]=1.